This data is from Catalyst prediction with 721,799 reactions and 888 catalyst types from USPTO. The task is: Predict which catalyst facilitates the given reaction. (1) Reactant: C(OC(=O)[NH:7][C:8]1[CH:13]=[C:12]([N:14]([CH3:16])[CH3:15])[C:11]([Cl:17])=[CH:10][C:9]=1[NH:18][C:19](=[O:35])[CH2:20][C:21]([C:23]1[CH:28]=[CH:27][CH:26]=[C:25]([C:29]2[O:33][N:32]=[C:31]([CH3:34])[CH:30]=2)[CH:24]=1)=O)(C)(C)C.C(O)(C(F)(F)F)=O. Product: [Cl:17][C:11]1[C:12]([N:14]([CH3:16])[CH3:15])=[CH:13][C:8]2[N:7]=[C:21]([C:23]3[CH:28]=[CH:27][CH:26]=[C:25]([C:29]4[O:33][N:32]=[C:31]([CH3:34])[CH:30]=4)[CH:24]=3)[CH2:20][C:19](=[O:35])[NH:18][C:9]=2[CH:10]=1. The catalyst class is: 2. (2) Reactant: Br[C:2]1[CH:9]=[CH:8][C:5]([C:6]#[N:7])=[C:4]([F:10])[CH:3]=1.C(=O)([O-])[O-].[Cs+].[Cs+].CC1(C)C2C=CC=C(P(C3C=CC=CC=3)C3C=CC=CC=3)C=2OC2C1=CC=CC=2P(C1C=CC=CC=1)C1C=CC=CC=1.[CH:59]1[C:71]2[NH:70][C:69]3[C:64](=[CH:65][CH:66]=[CH:67][CH:68]=3)[C:63]=2[C:62]([C:72]2[CH:73]=[CH:74][C:75]([C:78]#[N:79])=[N:76][CH:77]=2)=[CH:61][CH:60]=1. Product: [C:6]([C:5]1[CH:8]=[CH:9][C:2]([N:70]2[C:71]3[CH:59]=[CH:60][CH:61]=[C:62]([C:72]4[CH:73]=[CH:74][C:75]([C:78]#[N:79])=[N:76][CH:77]=4)[C:63]=3[C:64]3[C:69]2=[CH:68][CH:67]=[CH:66][CH:65]=3)=[CH:3][C:4]=1[F:10])#[N:7]. The catalyst class is: 160. (3) Reactant: [CH3:1][N:2]1[CH:6]=[C:5]([C:7]2[CH:12]=[CH:11][C:10]([C:13]3[C:22]4[C:17](=[CH:18][CH:19]=[C:20]([C:23](O)=[O:24])[CH:21]=4)[CH:16]=[N:15][CH:14]=3)=[CH:9][CH:8]=2)[CH:4]=[N:3]1.[CH:26]1([NH2:29])[CH2:28][CH2:27]1.F[P-](F)(F)(F)(F)F.CN(C(N(C)C)=[N+]1C2C(=NC=CC=2)[N+]([O-])=N1)C.C(N(CC)C(C)C)(C)C. Product: [CH:26]1([NH:29][C:23]([C:20]2[CH:21]=[C:22]3[C:17](=[CH:18][CH:19]=2)[CH:16]=[N:15][CH:14]=[C:13]3[C:10]2[CH:11]=[CH:12][C:7]([C:5]3[CH:4]=[N:3][N:2]([CH3:1])[CH:6]=3)=[CH:8][CH:9]=2)=[O:24])[CH2:28][CH2:27]1. The catalyst class is: 9. (4) Reactant: [F:1][C:2]1[CH:3]=[CH:4][C:5]2[N:6]([C:8]([C:12]3[N:17]=[C:16]([NH:18][C:19]4[CH:24]=[CH:23][C:22]([C:25]([F:28])([F:27])[F:26])=[CH:21][CH:20]=4)[N:15]=[C:14]([N:29](C(OC(C)(C)C)=O)C(OC(C)(C)C)=O)[CH:13]=3)=[C:9]([CH3:11])[N:10]=2)[CH:7]=1.C(O)(C(F)(F)F)=O. Product: [F:1][C:2]1[CH:3]=[CH:4][C:5]2[N:6]([C:8]([C:12]3[N:17]=[C:16]([NH:18][C:19]4[CH:20]=[CH:21][C:22]([C:25]([F:26])([F:27])[F:28])=[CH:23][CH:24]=4)[N:15]=[C:14]([NH2:29])[CH:13]=3)=[C:9]([CH3:11])[N:10]=2)[CH:7]=1. The catalyst class is: 4. (5) Reactant: [CH2:1]([O:3][C:4]([C:6]1[C:7]2[N:8]([C:16]([CH3:19])=[N:17][N:18]=2)[C:9]([C:12](Cl)([F:14])[F:13])=[CH:10][CH:11]=1)=[O:5])[CH3:2].C(O)C.C(N(CC)CC)C. Product: [CH2:1]([O:3][C:4]([C:6]1[C:7]2[N:8]([C:16]([CH3:19])=[N:17][N:18]=2)[C:9]([CH:12]([F:14])[F:13])=[CH:10][CH:11]=1)=[O:5])[CH3:2]. The catalyst class is: 522. (6) Reactant: Cl.O1CCO[CH2:4][CH2:3]1.[Cl:8][C:9]1[C:17]2[C:16]([N:18]3[CH2:23][CH2:22][CH2:21][CH:20]([NH:24][C:25](=O)[O:26]C(C)(C)C)[CH2:19]3)=[N:15][C:14]([NH:32][C:33]3[CH:34]=[N:35][N:36]([CH3:38])[CH:37]=3)=[N:13][C:12]=2[NH:11][CH:10]=1.C(Cl)(=O)C=C. Product: [Cl:8][C:9]1[C:17]2[C:16]([N:18]3[CH2:23][CH2:22][CH2:21][C@@H:20]([NH:24][C:25](=[O:26])[CH:3]=[CH2:4])[CH2:19]3)=[N:15][C:14]([NH:32][C:33]3[CH:34]=[N:35][N:36]([CH3:38])[CH:37]=3)=[N:13][C:12]=2[NH:11][CH:10]=1. The catalyst class is: 5. (7) Reactant: [F:1][C:2]1[CH:19]=[CH:18][C:5]([C:6]([N:8]2[CH2:13][CH2:12][CH2:11][C@H:10]([C:14]([NH:16][OH:17])=[NH:15])[CH2:9]2)=[O:7])=[CH:4][CH:3]=1.[CH3:20][C:21]1[CH:22]=[C:23]([C:26](O)=O)[NH:24][CH:25]=1.CCN=C=NCCCN(C)C.Cl.C1C=CC2N(O)N=NC=2C=1. Product: [F:1][C:2]1[CH:19]=[CH:18][C:5]([C:6]([N:8]2[CH2:13][CH2:12][CH2:11][C@H:10]([C:14]3[N:15]=[C:26]([C:23]4[NH:24][CH:25]=[C:21]([CH3:20])[CH:22]=4)[O:17][N:16]=3)[CH2:9]2)=[O:7])=[CH:4][CH:3]=1. The catalyst class is: 155.